This data is from Full USPTO retrosynthesis dataset with 1.9M reactions from patents (1976-2016). The task is: Predict the reactants needed to synthesize the given product. (1) Given the product [OH:12][C@@H:13]([C@H:15]1[CH2:19][S:18][C:17](=[N:20][C:21]2[CH:26]=[CH:25][C:24]([N+:27]([O-:29])=[O:28])=[CH:23][C:22]=2[CH3:30])[N:16]1[CH2:31][CH:32]([CH3:34])[CH3:33])[CH3:14], predict the reactants needed to synthesize it. The reactants are: C(O)(C(F)(F)F)=O.C([O:12][C@@H:13]([C@H:15]1[CH2:19][S:18][C:17](=[N:20][C:21]2[CH:26]=[CH:25][C:24]([N+:27]([O-:29])=[O:28])=[CH:23][C:22]=2[CH3:30])[N:16]1[CH2:31][CH:32]([CH3:34])[CH3:33])[CH3:14])(C)(C)C. (2) The reactants are: C(OC(=O)[NH:7][C@H:8]([C:18]1[N:22]([C:23]2[CH:28]=[CH:27][CH:26]=[CH:25][N:24]=2)[C:21]2[CH:29]=[C:30]([F:33])[CH:31]=[CH:32][C:20]=2[N:19]=1)[CH2:9][O:10][CH2:11][C:12]1[CH:17]=[CH:16][CH:15]=[CH:14][CH:13]=1)(C)(C)C.C(O)(C(F)(F)F)=O. Given the product [CH2:11]([O:10][CH2:9][C@H:8]([NH2:7])[C:18]1[N:22]([C:23]2[CH:28]=[CH:27][CH:26]=[CH:25][N:24]=2)[C:21]2[CH:29]=[C:30]([F:33])[CH:31]=[CH:32][C:20]=2[N:19]=1)[C:12]1[CH:13]=[CH:14][CH:15]=[CH:16][CH:17]=1, predict the reactants needed to synthesize it. (3) Given the product [Cl:24][C:25]1[CH:26]=[C:27]([CH:31]=[CH:32][CH:33]=1)[C:28]([N:14]1[CH2:15][CH2:16][C:11]2([O:10][C:9]3[C:19]4[C:5]([C:6](=[O:23])[C:7](=[O:22])[C:8]=3[S:18][CH2:17]2)=[CH:4][C:3]([O:2][CH3:1])=[CH:21][CH:20]=4)[CH2:12][CH2:13]1)=[O:29], predict the reactants needed to synthesize it. The reactants are: [CH3:1][O:2][C:3]1[CH:4]=[C:5]2[C:19](=[CH:20][CH:21]=1)[C:9]1[O:10][C:11]3([CH2:17][S:18][C:8]=1[C:7](=[O:22])[C:6]2=[O:23])[CH2:16][CH2:15][NH:14][CH2:13][CH2:12]3.[Cl:24][C:25]1[CH:26]=[C:27]([CH:31]=[CH:32][CH:33]=1)[C:28](Cl)=[O:29].